Predict the product of the given reaction. From a dataset of Forward reaction prediction with 1.9M reactions from USPTO patents (1976-2016). (1) Given the reactants C[C:2](O)=[O:3].[F:5][C:6]1[CH:7]=[CH:8][C:9]([CH2:12][O:13][C:14]2[CH:19]=[CH:18][N:17]([C:20]3[CH:21]=[CH:22][C:23]4[C:24]5[CH2:33][CH2:32][NH:31][CH2:30][CH2:29][C:25]=5[NH:26][C:27]=4[CH:28]=3)[C:16](=[O:34])[CH:15]=2)=[N:10][CH:11]=1.[CH2:35]([Cl:37])[Cl:36].[CH3:38][C:39]([CH3:41])=O, predict the reaction product. The product is: [CH2:35]([Cl:37])[Cl:36].[CH3:2][OH:3].[NH4+:10].[OH-:13].[F:5][C:6]1[CH:7]=[CH:8][C:9]([CH2:12][O:13][C:14]2[CH:19]=[CH:18][N:17]([C:20]3[CH:21]=[CH:22][C:23]4[C:24]5[CH2:33][CH2:32][N:31]([CH:39]([CH3:41])[CH3:38])[CH2:30][CH2:29][C:25]=5[NH:26][C:27]=4[CH:28]=3)[C:16](=[O:34])[CH:15]=2)=[N:10][CH:11]=1. (2) The product is: [NH2:13][C:12]1[C:3]([O:2][CH3:1])=[C:4]([CH:9]=[C:10]([N:16]2[CH2:21][CH2:20][O:19][CH2:18][CH2:17]2)[CH:11]=1)[C:5]([NH:7][CH3:8])=[O:6]. Given the reactants [CH3:1][O:2][C:3]1[C:12]([N+:13]([O-])=O)=[CH:11][C:10]([N:16]2[CH2:21][CH2:20][O:19][CH2:18][CH2:17]2)=[CH:9][C:4]=1[C:5]([NH:7][CH3:8])=[O:6].[H][H], predict the reaction product. (3) The product is: [CH3:17][N:18]([CH2:2][CH:3]1[O:8][C:7]2[CH:9]=[C:10]([S:13]([CH3:16])(=[O:15])=[O:14])[CH:11]=[CH:12][C:6]=2[CH2:5][O:4]1)[CH2:19][CH3:20]. Given the reactants Br[CH2:2][CH:3]1[O:8][C:7]2[CH:9]=[C:10]([S:13]([CH3:16])(=[O:15])=[O:14])[CH:11]=[CH:12][C:6]=2[CH2:5][O:4]1.[CH3:17][NH:18][CH2:19][CH3:20], predict the reaction product.